Dataset: Forward reaction prediction with 1.9M reactions from USPTO patents (1976-2016). Task: Predict the product of the given reaction. (1) Given the reactants [CH3:1]N(C)C=O.C(N(CC)[CH:10]([CH3:12])[CH3:11])(C)C.Cl.N1(C(N)=N)C=CC=N1.C([N:28]([C:32](=[NH:38])[N:33]1[CH:37]=[CH:36][CH:35]=[N:34]1)[C:29](=[O:31])[OH:30])(C)(C)C.[C:39](O[C:39]([O:41][C:42]([CH3:45])([CH3:44])[CH3:43])=[O:40])([O:41][C:42]([CH3:45])([CH3:44])[CH3:43])=[O:40], predict the reaction product. The product is: [C:42]([O:41][C:39]([N:38]=[C:32]([NH:28][C:29](=[O:31])[O:30][C:10]([CH3:11])([CH3:12])[CH3:1])[N:33]1[CH:37]=[CH:36][CH:35]=[N:34]1)=[O:40])([CH3:45])([CH3:44])[CH3:43]. (2) The product is: [C:15]([NH:19][CH2:2][CH2:3][C:4]12[CH:14]=[CH:13][CH:12]=[CH:6][CH:5]1[C:10]([NH:9][C:20]2=[O:23])=[O:11])([CH3:18])([CH3:17])[CH3:16]. Given the reactants Br[CH2:2][CH2:3][C:4]1[CH:14]=[CH:13][CH:12]=[C:6]2C([NH:9][C:10](=[O:11])[C:5]=12)=O.[C:15]([NH2:19])([CH3:18])([CH3:17])[CH3:16].[C:20](=[O:23])([O-])[O-].[K+].[K+], predict the reaction product. (3) The product is: [Cl:19][C:10]1[N:11]=[C:12]([N:13]2[CH2:14][CH2:15][O:16][CH2:17][CH2:18]2)[C:7]2[O:6][CH2:5][C:4](=[O:21])[N:26]([CH3:24])[C:8]=2[N:9]=1. Given the reactants C(O[C:4](=[O:21])[CH2:5][O:6][C:7]1[C:8](Cl)=[N:9][C:10]([Cl:19])=[N:11][C:12]=1[N:13]1[CH2:18][CH2:17][O:16][CH2:15][CH2:14]1)C.CN.[CH2:24]([N:26](CC)CC)C, predict the reaction product. (4) Given the reactants [CH3:1][C:2]1[O:3][C:4]([C:13]([F:16])([F:15])[F:14])=[C:5]([C:7]2[CH:12]=[CH:11][CH:10]=[CH:9][CH:8]=2)[N:6]=1.C(OOC(=O)C1C=CC=CC=1)(=O)C1C=CC=CC=1.[Br:35]N1C(=O)CCC1=O, predict the reaction product. The product is: [Br:35][CH2:1][C:2]1[O:3][C:4]([C:13]([F:16])([F:14])[F:15])=[C:5]([C:7]2[CH:12]=[CH:11][CH:10]=[CH:9][CH:8]=2)[N:6]=1. (5) The product is: [NH2:1][C:2]1[C:7]([C:8]([O:10][CH3:18])=[O:9])=[C:6]([O:11][CH3:12])[C:5]([O:13][CH3:14])=[C:4]([O:15][CH3:16])[CH:3]=1. Given the reactants [NH2:1][C:2]1[C:7]([C:8]([OH:10])=[O:9])=[C:6]([O:11][CH3:12])[C:5]([O:13][CH3:14])=[C:4]([O:15][CH3:16])[CH:3]=1.[Si](C=[N+]=[N-])(C)(C)[CH3:18].CCOCC, predict the reaction product. (6) Given the reactants [Cl:1][C:2]1[C:32]([C:33]([F:36])([F:35])[F:34])=[CH:31][CH:30]=[CH:29][C:3]=1[CH2:4][N:5]([CH2:20][C@H:21]([C:23]1[CH:28]=[CH:27][CH:26]=[CH:25][CH:24]=1)[CH3:22])[CH2:6][CH2:7][CH2:8][O:9][C:10]1[CH:11]=[C:12]([CH2:16][C:17]([OH:19])=[O:18])[CH:13]=[CH:14][CH:15]=1.Cl.[CH3:38]O, predict the reaction product. The product is: [CH3:38][O:18][C:17](=[O:19])[CH2:16][C:12]1[CH:13]=[CH:14][CH:15]=[C:10]([O:9][CH2:8][CH2:7][CH2:6][N:5]([CH2:4][C:3]2[CH:29]=[CH:30][CH:31]=[C:32]([C:33]([F:34])([F:35])[F:36])[C:2]=2[Cl:1])[CH2:20][C@H:21]([C:23]2[CH:24]=[CH:25][CH:26]=[CH:27][CH:28]=2)[CH3:22])[CH:11]=1. (7) Given the reactants [CH3:1][O:2][C:3](=[O:19])[C:4]1[CH:9]=[C:8]([OH:10])[CH:7]=[C:6]([O:11][C:12]2[CH:17]=[CH:16][C:15]([Br:18])=[CH:14][CH:13]=2)[CH:5]=1.I[C:21]1[CH:26]=[CH:25][CH:24]=[CH:23][CH:22]=1.C(=O)([O-])[O-].[Cs+].[Cs+].S([O-])([O-])(=O)=O.[Mg+2].CC(=NO)C(C)=NO, predict the reaction product. The product is: [CH3:1][O:2][C:3](=[O:19])[C:4]1[CH:9]=[C:8]([O:10][C:21]2[CH:26]=[CH:25][CH:24]=[CH:23][CH:22]=2)[CH:7]=[C:6]([O:11][C:12]2[CH:17]=[CH:16][C:15]([Br:18])=[CH:14][CH:13]=2)[CH:5]=1. (8) Given the reactants [F:1][C:2]1[CH:11]=[C:10]2[C:5]([CH:6]=[C:7]([C:18]3[NH:22][C:21](=[O:23])[NH:20][N:19]=3)[N:8]=[C:9]2[NH:12][C@H:13]2[CH2:17][CH2:16][NH:15][CH2:14]2)=[CH:4][CH:3]=1.CC1C=CC=C(C)N=1.[C:32](Cl)(=[O:35])[CH:33]=[CH2:34], predict the reaction product. The product is: [C:32]([N:15]1[CH2:16][CH2:17][C@H:13]([NH:12][C:9]2[C:10]3[C:5](=[CH:4][CH:3]=[C:2]([F:1])[CH:11]=3)[CH:6]=[C:7]([C:18]3[NH:22][C:21](=[O:23])[NH:20][N:19]=3)[N:8]=2)[CH2:14]1)(=[O:35])[CH:33]=[CH2:34].